This data is from Forward reaction prediction with 1.9M reactions from USPTO patents (1976-2016). The task is: Predict the product of the given reaction. (1) Given the reactants [Li+].CC([N-]C(C)C)C.[Cl:9][C:10]1[CH:15]=[CH:14][N:13]=[CH:12][CH:11]=1.[C:16](=[O:18])=[O:17], predict the reaction product. The product is: [Cl:9][C:10]1[C:15]([C:16]([OH:18])=[O:17])=[CH:14][N:13]=[CH:12][CH:11]=1. (2) The product is: [CH3:1][C:2]1[C:3]([C:19]2[CH:24]=[CH:23][CH:22]=[C:21]([C:25]([F:28])([F:26])[F:27])[CH:20]=2)=[N:4][C:5]2[C:10]([C:11]=1[C:12]([O:14][CH3:29])=[O:13])=[CH:9][C:8]([S:15]([CH3:18])(=[O:16])=[O:17])=[CH:7][CH:6]=2. Given the reactants [CH3:1][C:2]1[C:3]([C:19]2[CH:24]=[CH:23][CH:22]=[C:21]([C:25]([F:28])([F:27])[F:26])[CH:20]=2)=[N:4][C:5]2[C:10]([C:11]=1[C:12]([OH:14])=[O:13])=[CH:9][C:8]([S:15]([CH3:18])(=[O:17])=[O:16])=[CH:7][CH:6]=2.[C:29](Cl)(=O)C(Cl)=O.CN(C)C=O, predict the reaction product. (3) Given the reactants [Cl:1][C:2]1[C:3]([O:12][C:13]2[CH:18]=[C:17]([O:19][CH2:20][CH2:21][O:22][CH3:23])[CH:16]=[CH:15][C:14]=2[CH2:24][CH2:25][CH2:26][OH:27])=[N:4][CH:5]=[C:6]([C:8]([F:11])([F:10])[F:9])[CH:7]=1.C(N(CC)C(C)C)(C)C.[Cl:37][C:38]1[CH:43]=[CH:42][C:41]([S:44]([N:47]=[C:48]=[O:49])(=[O:46])=[O:45])=[CH:40][CH:39]=1.C(OC(=O)C)(=O)C.C(=O)([O-])O.[Na+], predict the reaction product. The product is: [Cl:37][C:38]1[CH:39]=[CH:40][C:41]([S:44]([NH:47][C:48](=[O:49])[O:27][CH2:26][CH2:25][CH2:24][C:14]2[CH:15]=[CH:16][C:17]([O:19][CH2:20][CH2:21][O:22][CH3:23])=[CH:18][C:13]=2[O:12][C:3]2[C:2]([Cl:1])=[CH:7][C:6]([C:8]([F:9])([F:11])[F:10])=[CH:5][N:4]=2)(=[O:45])=[O:46])=[CH:42][CH:43]=1. (4) Given the reactants [Cl:1][C:2]1[CH:7]=[CH:6][C:5]([C@@H:8]2[CH2:12][C:11](=C)[CH2:10][C@H:9]2[C:14]([O:16][CH3:17])=[O:15])=[CH:4][CH:3]=1.C[N+]1([O-])CC[O:22]CC1.I([O-])(=O)(=O)=O.[Na+].C(OCC)(=O)C, predict the reaction product. The product is: [Cl:1][C:2]1[CH:7]=[CH:6][C:5]([C@@H:8]2[CH2:12][C:11](=[O:22])[CH2:10][C@H:9]2[C:14]([O:16][CH3:17])=[O:15])=[CH:4][CH:3]=1. (5) Given the reactants Br[CH2:2][C:3]([O:5][CH2:6][CH3:7])=[O:4].[Cl:8][C:9]1[CH:10]=[C:11]([OH:15])[CH:12]=[CH:13][CH:14]=1.C(=O)([O-])[O-].[K+].[K+].Cl, predict the reaction product. The product is: [Cl:8][C:9]1[CH:10]=[C:11]([CH:12]=[CH:13][CH:14]=1)[O:15][CH2:2][C:3]([O:5][CH2:6][CH3:7])=[O:4].